From a dataset of Reaction yield outcomes from USPTO patents with 853,638 reactions. Predict the reaction yield, written as a fraction of the theoretical maximum amount of product (1.0 means a 100% yield; for example, 0.34 means a 34% yield). (1) The reactants are [F:1][C:2]([F:20])([F:19])[C:3]1[CH:8]=[CH:7][C:6]([CH:9]2[CH2:14][CH:13]([C:15]([O:17][CH3:18])=[O:16])[CH2:12][CH2:11][NH:10]2)=[CH:5][CH:4]=1.CCN(C(C)C)C(C)C.[C:30](Cl)(=[O:33])[O:31][CH3:32]. The catalyst is C(Cl)Cl. The product is [F:20][C:2]([F:19])([F:1])[C:3]1[CH:4]=[CH:5][C:6]([CH:9]2[CH2:14][CH:13]([C:15]([O:17][CH3:18])=[O:16])[CH2:12][CH2:11][N:10]2[C:30]([O:31][CH3:32])=[O:33])=[CH:7][CH:8]=1. The yield is 1.01. (2) The reactants are [NH2:1][C:2]1[CH:10]=[C:9]([F:11])[CH:8]=[CH:7][C:3]=1[C:4](O)=O.C(O)(=O)[C:13]1[C:14](=[CH:16]C=CC=1)[NH2:15].[CH:22]([CH:25]1[CH2:30][C:29](=O)[CH2:28][C:27](=[O:32])[CH2:26]1)([CH3:24])[CH3:23].CC1(C)CC(=O)CC(=O)C1. The catalyst is C1(C)C=CC=CC=1. The product is [F:11][C:9]1[CH:8]=[CH:7][C:3]2[C:4]3[C:28]4[C:27](=[O:32])[CH2:26][CH:25]([CH:22]([CH3:23])[CH3:24])[CH2:30][C:29]=4[N:15]=[C:14]([CH3:16])[C:13]=3[NH:1][C:2]=2[CH:10]=1. The yield is 0.660. (3) The reactants are Br[C:2]1[C:3]2[CH:12]=[CH:11][N:10](S(C3C=CC(C)=CC=3)(=O)=O)[C:4]=2[C:5](=[O:9])[N:6]([CH3:8])[CH:7]=1.[O:23]([C:30]1[CH:35]=[CH:34][CH:33]=[CH:32][C:31]=1B(O)O)[C:24]1[CH:29]=[CH:28][CH:27]=[CH:26][CH:25]=1.[F-].[Cs+].C(=O)([O-])[O-].[K+].[K+]. The catalyst is COCCOC.CO.C1C=CC([P]([Pd]([P](C2C=CC=CC=2)(C2C=CC=CC=2)C2C=CC=CC=2)([P](C2C=CC=CC=2)(C2C=CC=CC=2)C2C=CC=CC=2)[P](C2C=CC=CC=2)(C2C=CC=CC=2)C2C=CC=CC=2)(C2C=CC=CC=2)C2C=CC=CC=2)=CC=1.O. The product is [CH3:8][N:6]1[CH:7]=[C:2]([C:25]2[CH:26]=[CH:27][CH:28]=[CH:29][C:24]=2[O:23][C:30]2[CH:31]=[CH:32][CH:33]=[CH:34][CH:35]=2)[C:3]2[CH:12]=[CH:11][NH:10][C:4]=2[C:5]1=[O:9]. The yield is 0.590. (4) The reactants are [CH3:1][O:2][C:3]1[CH:8]=[CH:7][C:6]([N+:9]([O-:11])=[O:10])=[CH:5][C:4]=1[NH:12][C:13](=[O:16])[CH2:14][CH3:15].[H-].[Na+].I[CH3:20]. The catalyst is C1COCC1. The product is [CH3:1][O:2][C:3]1[CH:8]=[CH:7][C:6]([N+:9]([O-:11])=[O:10])=[CH:5][C:4]=1[N:12]([CH3:20])[C:13](=[O:16])[CH2:14][CH3:15]. The yield is 0.950.